This data is from Forward reaction prediction with 1.9M reactions from USPTO patents (1976-2016). The task is: Predict the product of the given reaction. (1) The product is: [Cl:23][C:6]1[C:7]([C:9]2[NH:10][C:11](=[O:22])[N:12]([C:14]3[CH:19]=[CH:18][C:17]([F:20])=[C:16]([Cl:21])[CH:15]=3)[N:13]=2)=[CH:8][C:3]([CH2:2][NH:1][C:25](=[O:30])[C:26]([CH3:29])([CH3:28])[CH3:27])=[C:4]([F:24])[CH:5]=1. Given the reactants [NH2:1][CH2:2][C:3]1[C:4]([F:24])=[CH:5][C:6]([Cl:23])=[C:7]([C:9]2[NH:10][C:11](=[O:22])[N:12]([C:14]3[CH:19]=[CH:18][C:17]([F:20])=[C:16]([Cl:21])[CH:15]=3)[N:13]=2)[CH:8]=1.[C:25](Cl)(=[O:30])[C:26]([CH3:29])([CH3:28])[CH3:27], predict the reaction product. (2) Given the reactants [Li][CH:2]([CH2:4][CH3:5])[CH3:3].[CH2:6]1[CH2:11]CCCC1.[C:12](=[O:14])=O.CC(C)=O.C[N:20]([CH2:22][CH2:23]N(C)C)C.C(NC(=O)C1C=CC=CC=1[Cl:37])C.[C:39]1([Si:45]([CH3:49])([CH:47]=[CH2:48])Cl)[CH:44]=[CH:43][CH:42]=[CH:41][CH:40]=1.C(O)(=O)CC(CC(O)=O)(C(O)=O)O, predict the reaction product. The product is: [Cl:37][C:3]1[CH:6]=[CH:11][CH:5]=[C:4]([Si:45]([CH:47]=[CH2:48])([CH3:49])[C:39]2[CH:44]=[CH:43][CH:42]=[CH:41][CH:40]=2)[C:2]=1[C:12]([NH:20][CH2:22][CH3:23])=[O:14].